This data is from Reaction yield outcomes from USPTO patents with 853,638 reactions. The task is: Predict the reaction yield, written as a fraction of the theoretical maximum amount of product (1.0 means a 100% yield; for example, 0.34 means a 34% yield). (1) The reactants are [CH3:1][O:2][C:3]1[CH:4]=[C:5]2[C:9](=[C:10]([O:12][CH3:13])[CH:11]=1)[NH:8][C:7]([C:14]([O:16]C)=[O:15])=[CH:6]2.[Li+].[OH-]. The catalyst is O1CCOCC1.O. The product is [CH3:1][O:2][C:3]1[CH:4]=[C:5]2[C:9](=[C:10]([O:12][CH3:13])[CH:11]=1)[NH:8][C:7]([C:14]([OH:16])=[O:15])=[CH:6]2. The yield is 0.940. (2) The reactants are Cl[C:2]1[CH:18]=[CH:17][C:5]([C:6]([NH:8][C:9]2[CH:14]=[CH:13][C:12]([CH3:15])=[C:11]([I:16])[CH:10]=2)=[O:7])=[CH:4][N:3]=1.[NH:19]1[CH2:29][CH2:28][CH:22]([C:23]([O:25][CH2:26][CH3:27])=[O:24])[CH2:21][CH2:20]1.C(N(C(C)C)CC)(C)C. The catalyst is CN(C1C=CN=CC=1)C.O1CCOCC1. The product is [CH2:26]([O:25][C:23]([CH:22]1[CH2:28][CH2:29][N:19]([C:2]2[CH:18]=[CH:17][C:5]([C:6](=[O:7])[NH:8][C:9]3[CH:14]=[CH:13][C:12]([CH3:15])=[C:11]([I:16])[CH:10]=3)=[CH:4][N:3]=2)[CH2:20][CH2:21]1)=[O:24])[CH3:27]. The yield is 0.750. (3) The reactants are [F:1][C:2]([F:9])([F:8])[CH2:3][O:4][CH2:5][CH2:6][OH:7].[H-].[Na+].ClC(OC1C=CC([N+]([O-])=O)=CC=1)=O.[CH:25]([CH:28]1[C:33]2[N:34]=[CH:35][NH:36][C:32]=2[CH2:31][CH2:30][N:29]1[C:37](OCC1SC=CN=1)=[O:38])([CH3:27])[CH3:26]. The catalyst is C1COCC1. The product is [CH:25]([CH:28]1[C:33]2[N:34]=[CH:35][NH:36][C:32]=2[CH2:31][CH2:30][N:29]1[C:37]([O:7][CH2:6][CH2:5][O:4][CH2:3][C:2]([F:9])([F:8])[F:1])=[O:38])([CH3:27])[CH3:26]. The yield is 0.00500. (4) The catalyst is CN(C)C=O. The product is [C:1]([O:5][C:6]([N:8]1[C:36]2[C:31](=[CH:32][CH:33]=[C:34]([Cl:37])[CH:35]=2)[C:10]2([CH:15]([C:16]3[CH:21]=[CH:20][CH:19]=[C:18]([Cl:22])[CH:17]=3)[CH2:14][C:13](=[O:23])[N:12]([CH2:42][CH3:43])[CH:11]2[C:24]2[CH:29]=[CH:28][CH:27]=[CH:26][C:25]=2[CH3:30])[C:9]1=[O:38])=[O:7])([CH3:4])([CH3:2])[CH3:3]. The yield is 0.630. The reactants are [C:1]([O:5][C:6]([N:8]1[C:36]2[C:31](=[CH:32][CH:33]=[C:34]([Cl:37])[CH:35]=2)[C:10]2([CH:15]([C:16]3[CH:21]=[CH:20][CH:19]=[C:18]([Cl:22])[CH:17]=3)[CH2:14][C:13](=[O:23])[NH:12][CH:11]2[C:24]2[CH:29]=[CH:28][CH:27]=[CH:26][C:25]=2[CH3:30])[C:9]1=[O:38])=[O:7])([CH3:4])([CH3:3])[CH3:2].[H-].[Li+].I[CH2:42][CH3:43]. (5) The reactants are [NH2:1][C:2]1[CH:7]=[C:6]([Cl:8])[CH:5]=[CH:4][C:3]=1[OH:9].C([O-])([O-])=O.[K+].[K+].[CH2:16](Br)[CH:17]=[CH2:18]. The catalyst is CC(C)=O. The product is [CH2:18]([O:9][C:3]1[CH:4]=[CH:5][C:6]([Cl:8])=[CH:7][C:2]=1[NH2:1])[CH:17]=[CH2:16]. The yield is 0.650. (6) The catalyst is ClCCl.O. The product is [CH2:1]([O:8][C:9]([N:11]1[CH2:15][C@H:14]([O:16][C:17]([CH3:20])([CH3:19])[CH3:18])[CH2:13][C@H:12]1[C:21]1[O:26][C:24]([CH3:25])=[CH:23][N:22]=1)=[O:10])[C:2]1[CH:7]=[CH:6][CH:5]=[CH:4][CH:3]=1. The reactants are [CH2:1]([O:8][C:9]([N:11]1[CH2:15][C@H:14]([O:16][C:17]([CH3:20])([CH3:19])[CH3:18])[CH2:13][C@H:12]1[C:21](=O)[NH:22][CH2:23][C:24](=[O:26])[CH3:25])=[O:10])[C:2]1[CH:7]=[CH:6][CH:5]=[CH:4][CH:3]=1.ClC(Cl)(Cl)C(Cl)(Cl)Cl.C1(P(C2C=CC=CC=2)C2C=CC=CC=2)C=CC=CC=1.C(N(CC)CC)C. The yield is 0.420.